From a dataset of Reaction yield outcomes from USPTO patents with 853,638 reactions. Predict the reaction yield, written as a fraction of the theoretical maximum amount of product (1.0 means a 100% yield; for example, 0.34 means a 34% yield). (1) The reactants are [NH2:1][C:2]1[CH:7]=[CH:6][C:5]([C@H:8]([CH3:13])[C:9]([O:11][CH3:12])=[O:10])=[CH:4][CH:3]=1.[S-:14][C:15]#[N:16].[Na+]. The catalyst is C1(C)C=CC=CC=1.OS(O)(=O)=O. The product is [C:15]([NH:1][C:2]1[CH:3]=[CH:4][C:5]([C@H:8]([CH3:13])[C:9]([O:11][CH3:12])=[O:10])=[CH:6][CH:7]=1)(=[S:14])[NH2:16]. The yield is 0.490. (2) The reactants are Cl[C:2]1[C:11]2[C:6](=[CH:7][C:8]([CH3:12])=[CH:9][CH:10]=2)[N:5]=[C:4]([C:13]2[C:18]([F:19])=[CH:17][CH:16]=[CH:15][C:14]=2[OH:20])[N:3]=1.C(N(CC)CC)C.[NH:28]1[CH2:33][CH2:32][CH:31]([NH:34][C:35](=[O:41])[O:36][C:37]([CH3:40])([CH3:39])[CH3:38])[CH2:30][CH2:29]1. The catalyst is C(Cl)Cl. The product is [F:19][C:18]1[CH:17]=[CH:16][CH:15]=[C:14]([OH:20])[C:13]=1[C:4]1[N:3]=[C:2]([N:28]2[CH2:29][CH2:30][CH:31]([NH:34][C:35](=[O:41])[O:36][C:37]([CH3:39])([CH3:38])[CH3:40])[CH2:32][CH2:33]2)[C:11]2[C:6](=[CH:7][C:8]([CH3:12])=[CH:9][CH:10]=2)[N:5]=1. The yield is 0.960.